From a dataset of Catalyst prediction with 721,799 reactions and 888 catalyst types from USPTO. Predict which catalyst facilitates the given reaction. (1) Reactant: [OH:1][CH:2]([C:6]1[CH:11]=[CH:10][CH:9]=[C:8]([OH:12])[CH:7]=1)[CH2:3][C:4]#[N:5].CSC. Product: [NH2:5][CH2:4][CH2:3][CH:2]([C:6]1[CH:7]=[C:8]([OH:12])[CH:9]=[CH:10][CH:11]=1)[OH:1]. The catalyst class is: 1. (2) Reactant: [CH:1]([C:4]1[CH:5]=[C:6]([CH:8]=[CH:9][C:10]=1[O:11][CH3:12])[NH2:7])([CH3:3])[CH3:2].O[CH2:14][CH:15]([CH2:17]O)O.OS(O)(=O)=O.C([O-])(O)=O.[Na+]. Product: [CH:1]([C:4]1[CH:5]=[C:6]2[C:8]([CH:14]=[CH:15][CH:17]=[N:7]2)=[CH:9][C:10]=1[O:11][CH3:12])([CH3:3])[CH3:2]. The catalyst class is: 69. (3) Reactant: C([O:3][C:4]([C:6]1[CH:7]=[C:8]2[C:13](=[CH:14][CH:15]=1)[NH:12][CH:11]([C:16]1[CH:21]=[CH:20][CH:19]=[C:18]([N:22]3[CH2:27][CH2:26][N:25]([C:28]4[CH:33]=[CH:32][C:31]([Cl:34])=[CH:30][CH:29]=4)[CH2:24][CH2:23]3)[CH:17]=1)[C:10]([CH3:36])([CH3:35])[CH2:9]2)=[O:5])C.O.[OH-].[Li+].O.Cl. Product: [Cl:34][C:31]1[CH:32]=[CH:33][C:28]([N:25]2[CH2:24][CH2:23][N:22]([C:18]3[CH:17]=[C:16]([CH:11]4[C:10]([CH3:36])([CH3:35])[CH2:9][C:8]5[C:13](=[CH:14][CH:15]=[C:6]([C:4]([OH:5])=[O:3])[CH:7]=5)[NH:12]4)[CH:21]=[CH:20][CH:19]=3)[CH2:27][CH2:26]2)=[CH:29][CH:30]=1. The catalyst class is: 111. (4) Product: [OH:1][CH:2]1[CH2:3][CH2:4][N:5]([C:8]([C:10]2[CH:11]=[CH:12][C:13]([C:16]3[N:17]=[CH:18][C:19]4[N:20]([C:22]([C:25]5[CH:32]=[CH:31][C:28]([C:29]#[N:30])=[CH:27][CH:26]=5)=[CH:23][N:24]=4)[CH:21]=3)=[CH:14][CH:15]=2)=[O:9])[CH2:6][CH2:7]1. The catalyst class is: 5. Reactant: [O:1]=[C:2]1[CH2:7][CH2:6][N:5]([C:8]([C:10]2[CH:15]=[CH:14][C:13]([C:16]3[N:17]=[CH:18][C:19]4[N:20]([C:22]([C:25]5[CH:32]=[CH:31][C:28]([C:29]#[N:30])=[CH:27][CH:26]=5)=[CH:23][N:24]=4)[CH:21]=3)=[CH:12][CH:11]=2)=[O:9])[CH2:4][CH2:3]1.[BH4-].[Na+]. (5) Reactant: C[O:2][C:3](=[O:31])[CH2:4][N:5]1[C:13]2[C:8](=[CH:9][C:10]([F:14])=[CH:11][CH:12]=2)[C:7]([CH2:15][C:16]2[CH:21]=[CH:20][CH:19]=[CH:18][C:17]=2[S:22]([C:25]2[S:26][CH:27]=[CH:28][CH:29]=2)(=[O:24])=[O:23])=[C:6]1[CH3:30].O1CCCC1.[OH-].[Li+]. Product: [F:14][C:10]1[CH:9]=[C:8]2[C:13](=[CH:12][CH:11]=1)[N:5]([CH2:4][C:3]([OH:31])=[O:2])[C:6]([CH3:30])=[C:7]2[CH2:15][C:16]1[CH:21]=[CH:20][CH:19]=[CH:18][C:17]=1[S:22]([C:25]1[S:26][CH:27]=[CH:28][CH:29]=1)(=[O:23])=[O:24]. The catalyst class is: 6. (6) Reactant: CC1(O)C2CC3CC(CC1C3)C2.C(OC(=O)C(C)=C)(=O)C(C)=C.[CH2:24]([N:26](CC)[CH2:27]C)C.C[C:32]1(C)[N:37]([O])[C:36](C)(C)[CH2:35][CH2:34][CH2:33]1. Product: [CH3:24][N:26]([C:36]1[CH:35]=[CH:34][CH:33]=[CH:32][N:37]=1)[CH3:27]. The catalyst class is: 11. (7) Reactant: Cl.[CH3:2][C:3]1([CH3:10])[C:8](=[O:9])[CH2:7][CH2:6][NH:5][CH2:4]1.[S:11](Cl)([C:14]1[CH:20]=[CH:19][C:17]([CH3:18])=[CH:16][CH:15]=1)(=[O:13])=[O:12].O. Product: [CH3:2][C:3]1([CH3:10])[C:8](=[O:9])[CH2:7][CH2:6][N:5]([S:11]([C:14]2[CH:20]=[CH:19][C:17]([CH3:18])=[CH:16][CH:15]=2)(=[O:13])=[O:12])[CH2:4]1. The catalyst class is: 64.